From a dataset of Full USPTO retrosynthesis dataset with 1.9M reactions from patents (1976-2016). Predict the reactants needed to synthesize the given product. (1) Given the product [C:25]([C:7]1[C:8]2[C:13](=[CH:12][CH:11]=[CH:10][C:9]=2[O:16][C:17]2[CH:22]=[CH:21][CH:20]=[C:19]([O:23][CH3:24])[CH:18]=2)[C:14]([OH:15])=[C:5]([C:3]([NH:27][CH2:28][C:29]([OH:31])=[O:30])=[O:4])[N:6]=1)#[N:26], predict the reactants needed to synthesize it. The reactants are: CO[C:3]([C:5]1[N:6]=[C:7]([C:25]#[N:26])[C:8]2[C:13]([C:14]=1[OH:15])=[CH:12][CH:11]=[CH:10][C:9]=2[O:16][C:17]1[CH:22]=[CH:21][CH:20]=[C:19]([O:23][CH3:24])[CH:18]=1)=[O:4].[NH2:27][CH2:28][C:29]([OH:31])=[O:30]. (2) Given the product [C:34]1([C:32]([C:31]2[CH:40]=[CH:41][C:42]([O:43][CH3:44])=[C:29]([O:28][CH2:26][CH3:27])[CH:30]=2)=[CH:50][C:48]([NH2:47])=[O:49])[CH:39]=[CH:38][CH:37]=[CH:36][CH:35]=1, predict the reactants needed to synthesize it. The reactants are: COC1C=C(C(C2C=CC(OC)=C(OC)C=2)=CC([O-])=O)C=CC=1OC.[CH2:26]([O:28][C:29]1[CH:30]=[C:31]([CH:40]=[CH:41][C:42]=1[O:43][CH3:44])[C:32]([C:34]1[CH:39]=[CH:38][CH:37]=[CH:36][CH:35]=1)=O)[CH3:27].C([N:47](CC)[C:48]([CH2:50]P(=O)([O-])[O-])=[O:49])C.C[Si](C)(C)[N-][Si](C)(C)C.[Li+]. (3) Given the product [CH3:35][C:23]1[CH:28]=[CH:27][C:26]([S:29]([NH:32][C:33](=[O:34])[O:22][CH2:21][CH2:20][C:17]2[CH:16]=[CH:15][C:14]([N:13]3[C:6]4=[N:7][C:8]([CH3:12])=[CH:9][C:10]([CH3:11])=[C:5]4[N:4]=[C:3]3[CH2:1][CH3:2])=[CH:19][CH:18]=2)(=[O:31])=[O:30])=[CH:25][CH:24]=1, predict the reactants needed to synthesize it. The reactants are: [CH2:1]([C:3]1[N:13]([C:14]2[CH:19]=[CH:18][C:17]([CH2:20][CH2:21][OH:22])=[CH:16][CH:15]=2)[C:6]2=[N:7][C:8]([CH3:12])=[CH:9][C:10]([CH3:11])=[C:5]2[N:4]=1)[CH3:2].[C:23]1([CH3:35])[CH:28]=[CH:27][C:26]([S:29]([N:32]=[C:33]=[O:34])(=[O:31])=[O:30])=[CH:25][CH:24]=1. (4) Given the product [CH2:30]([C:20]1[N:19]([CH2:18][CH2:17][CH2:16][O:15][C:12]2[CH:11]=[CH:10][C:9]([S:8][C:5]([CH3:7])([CH3:6])[C:4]([OH:32])=[O:3])=[CH:14][CH:13]=2)[C:28](=[O:29])[C:27]2[C:22](=[CH:23][CH:24]=[CH:25][CH:26]=2)[N:21]=1)[CH3:31], predict the reactants needed to synthesize it. The reactants are: C([O:3][C:4](=[O:32])[C:5]([S:8][C:9]1[CH:14]=[CH:13][C:12]([O:15][CH2:16][CH2:17][CH2:18][N:19]2[C:28](=[O:29])[C:27]3[C:22](=[CH:23][CH:24]=[CH:25][CH:26]=3)[N:21]=[C:20]2[CH2:30][CH3:31])=[CH:11][CH:10]=1)([CH3:7])[CH3:6])C.[OH-].[Li+]. (5) The reactants are: C([O:8][C:9]1[CH:10]=[C:11]([C:15]2[O:19][C:18]([C:20]3[CH:25]=[CH:24][C:23]([F:26])=[CH:22][CH:21]=3)=[N:17][C:16]=2[CH2:27][C:28]([O:30][CH2:31][CH3:32])=[O:29])[CH:12]=[CH:13][CH:14]=1)C1C=CC=CC=1. Given the product [F:26][C:23]1[CH:24]=[CH:25][C:20]([C:18]2[O:19][C:15]([C:11]3[CH:12]=[CH:13][CH:14]=[C:9]([OH:8])[CH:10]=3)=[C:16]([CH2:27][C:28]([O:30][CH2:31][CH3:32])=[O:29])[N:17]=2)=[CH:21][CH:22]=1, predict the reactants needed to synthesize it. (6) Given the product [CH2:1]([P:7]([O:9][CH2:24][C@H:21]1[O:20][C@@H:19]([N:26]2[CH:33]=[CH:32][C:30]([NH2:31])=[N:29][C:27]2=[O:28])[C:18]([F:17])([F:34])[C@@H:22]1[OH:23])(=[O:8])[OH:10])[CH2:2][P:3](=[O:5])([OH:4])[OH:6], predict the reactants needed to synthesize it. The reactants are: [CH2:1]([P:7](=[O:10])([OH:9])[OH:8])[CH2:2][P:3](=[O:6])([OH:5])[OH:4].C(Cl)(=O)C(Cl)=O.[F:17][C:18]1([F:34])[C@H:22]([OH:23])[C@@H:21]([CH2:24]O)[O:20][C@H:19]1[N:26]1[CH:33]=[CH:32][C:30]([NH2:31])=[N:29][C:27]1=[O:28].